Dataset: Full USPTO retrosynthesis dataset with 1.9M reactions from patents (1976-2016). Task: Predict the reactants needed to synthesize the given product. (1) Given the product [CH3:1][C:2]1[O:6][C:5]([C:7]([OH:15])=[O:8])=[CH:4][CH:3]=1, predict the reactants needed to synthesize it. The reactants are: [CH3:1][C:2]1[O:6][C:5]([CH:7]=[O:8])=[CH:4][CH:3]=1.CC(=CC)C.P([O-])(O)(O)=[O:15].[Na+].Cl([O-])=O.[Na+].Cl. (2) The reactants are: [CH:1]1([C:4]2[C:5]([O:13][C@@H:14]([CH3:19])[C:15]([F:18])([F:17])[F:16])=[CH:6][C:7]([C:10]([OH:12])=O)=[N:8][CH:9]=2)[CH2:3][CH2:2]1.[NH2:20][C:21]1([CH2:25][C:26]([NH:28][CH3:29])=[O:27])[CH2:24][O:23][CH2:22]1. Given the product [CH:1]1([C:4]2[C:5]([O:13][C@@H:14]([CH3:19])[C:15]([F:18])([F:17])[F:16])=[CH:6][C:7]([C:10]([NH:20][C:21]3([CH2:25][C:26]([NH:28][CH3:29])=[O:27])[CH2:24][O:23][CH2:22]3)=[O:12])=[N:8][CH:9]=2)[CH2:2][CH2:3]1, predict the reactants needed to synthesize it. (3) Given the product [CH2:19]([O:10][C:9](=[O:11])[C@H:8]([CH2:7][C:6]1[CH:5]=[CH:4][C:3]([NH2:13])=[CH:2][CH:1]=1)[NH2:12])[CH3:20], predict the reactants needed to synthesize it. The reactants are: [CH:1]1[C:6]([CH2:7][C@H:8]([NH2:12])[C:9]([OH:11])=[O:10])=[CH:5][CH:4]=[C:3]([NH2:13])[CH:2]=1.C(=O)(O)[O-].[Na+].[CH2:19](O)[CH3:20]. (4) Given the product [S:1]1[C:5]([B:23]([OH:26])[OH:24])=[CH:4][CH:3]=[C:2]1[C:6]1[S:7][CH:8]=[CH:9][CH:10]=1, predict the reactants needed to synthesize it. The reactants are: [S:1]1[CH:5]=[CH:4][CH:3]=[C:2]1[C:6]1[S:7][CH:8]=[CH:9][CH:10]=1.C(=O)=O.CC(C)=O.[Li]CCCC.[B:23](OC)([O:26]C)[O:24]C. (5) Given the product [CH2:11]([S:8]([C:5]1[CH:6]=[CH:7][C:2]([B:14]2[O:18][C:17]([CH3:20])([CH3:19])[C:16]([CH3:22])([CH3:21])[O:15]2)=[C:3]([F:13])[CH:4]=1)(=[O:10])=[O:9])[CH3:12], predict the reactants needed to synthesize it. The reactants are: Br[C:2]1[CH:7]=[CH:6][C:5]([S:8]([CH2:11][CH3:12])(=[O:10])=[O:9])=[CH:4][C:3]=1[F:13].[B:14]1([B:14]2[O:18][C:17]([CH3:20])([CH3:19])[C:16]([CH3:22])([CH3:21])[O:15]2)[O:18][C:17]([CH3:20])([CH3:19])[C:16]([CH3:22])([CH3:21])[O:15]1.C([O-])(=O)C.[K+]. (6) Given the product [O:5]=[C:6]1[CH2:11][CH2:10][C:9]([C:15]2[CH:16]=[CH:17][CH:18]=[CH:19][CH:20]=2)([C:12]([O:14][CH3:1])=[O:13])[CH2:8][CH2:7]1, predict the reactants needed to synthesize it. The reactants are: [C:1](Cl)(=O)C.[O:5]=[C:6]1[CH2:11][CH2:10][C:9]([C:15]2[CH:20]=[CH:19][CH:18]=[CH:17][CH:16]=2)([C:12]([OH:14])=[O:13])[CH2:8][CH2:7]1.C(=O)([O-])O.[Na+]. (7) Given the product [Cl:1][C:2]1[CH:3]=[C:4]2[C:8](=[CH:9][CH:10]=1)[N:7]([CH:33]=[C:34]([C:36]1[CH:37]=[CH:38][C:39]([O:42][CH3:43])=[CH:40][CH:41]=1)[CH3:35])[C:6]1[CH2:11][N:12]([CH3:15])[CH2:13][CH2:14][C:5]2=1, predict the reactants needed to synthesize it. The reactants are: [Cl:1][C:2]1[CH:3]=[C:4]2[C:8](=[CH:9][CH:10]=1)[NH:7][C:6]1[CH2:11][N:12]([CH3:15])[CH2:13][CH2:14][C:5]2=1.N1CCC[C@H]1C(O)=O.[O-]P([O-])([O-])=O.[K+].[K+].[K+].Br[CH:33]=[C:34]([C:36]1[CH:41]=[CH:40][C:39]([O:42][CH3:43])=[CH:38][CH:37]=1)[CH3:35]. (8) Given the product [CH2:1]([N:5]1[C:13]2[C:8](=[CH:9][C:10]([N+:14]([O-:16])=[O:15])=[CH:11][CH:12]=2)[CH:7]=[C:6]1[C:17]([O:19][C:23]([CH3:26])([CH3:25])[CH3:24])=[O:18])[CH:2]([CH3:4])[CH3:3], predict the reactants needed to synthesize it. The reactants are: [CH2:1]([N:5]1[C:13]2[C:8](=[CH:9][C:10]([N+:14]([O-:16])=[O:15])=[CH:11][CH:12]=2)[CH:7]=[C:6]1[C:17]([OH:19])=[O:18])[CH:2]([CH3:4])[CH3:3].C(OC(O[C:23]([CH3:26])([CH3:25])[CH3:24])=O)(O[C:23]([CH3:26])([CH3:25])[CH3:24])=O.C(OCC)(=O)C.O. (9) Given the product [OH:1][C:2]1[C:10]([N+:13]([O-:15])=[O:14])=[CH:9][CH:8]=[C:7]([O:11][CH3:12])[C:3]=1[C:4]([NH2:6])=[O:5], predict the reactants needed to synthesize it. The reactants are: [OH:1][C:2]1[CH:10]=[CH:9][CH:8]=[C:7]([O:11][CH3:12])[C:3]=1[C:4]([NH2:6])=[O:5].[N+:13]([O-])([OH:15])=[O:14].